This data is from Full USPTO retrosynthesis dataset with 1.9M reactions from patents (1976-2016). The task is: Predict the reactants needed to synthesize the given product. Given the product [CH2:24]([O:20][CH2:19][C@H:18]([C@@H:15]1[C@@:11]2([CH3:22])[CH2:12][CH2:13][C:14]3[C@@:5]4([CH3:25])[CH2:4][CH2:3][C@H:2]([O:1][CH2:7][O:8][CH3:9])[CH2:24][C@@H:6]4[C:7](=[O:23])[O:8][C:9]=3[C@@H:10]2[CH2:17][CH2:16]1)[CH3:21])[CH:2]=[CH2:3], predict the reactants needed to synthesize it. The reactants are: [OH:1][C@@H:2]1[CH2:24][C@@H:6]2[C:7](=[O:23])[O:8][C:9]3[C@@H:10]4[CH2:17][CH2:16][C@H:15]([C@H:18]([CH3:21])[CH2:19][OH:20])[C@@:11]4([CH3:22])[CH2:12][CH2:13][C:14]=3[C@@:5]2([CH3:25])[CH2:4][CH2:3]1.